From a dataset of Forward reaction prediction with 1.9M reactions from USPTO patents (1976-2016). Predict the product of the given reaction. (1) Given the reactants [F:1][C:2]1[CH:3]=[CH:4][C:5]2[C:11](=[O:12])[N:10]3[CH2:13][C@H:14]([C:17]([O-:19])=[O:18])[CH2:15][CH2:16][C@H:9]3[CH2:8][C:7]([F:21])([F:20])[C:6]=2[CH:22]=1.[Na+].C(Cl)CCl.C1C=NC2N(O)N=NC=2C=1.[F:38][C:39]1[CH:40]=[CH:41][C:42]([C:45](=[N:47]O)[NH2:46])=[N:43][CH:44]=1, predict the reaction product. The product is: [F:38][C:39]1[CH:40]=[CH:41][C:42]([C:45](=[N:46][O:18][C:17]([C@H:14]2[CH2:13][N:10]3[C:11](=[O:12])[C:5]4[CH:4]=[CH:3][C:2]([F:1])=[CH:22][C:6]=4[C:7]([F:21])([F:20])[CH2:8][C@@H:9]3[CH2:16][CH2:15]2)=[O:19])[NH2:47])=[N:43][CH:44]=1. (2) Given the reactants [CH2:1]([O:8][C@H:9]1[C@H:14]([O:15][CH2:16][C:17]2[CH:22]=[CH:21][CH:20]=[CH:19][CH:18]=2)[C@H:13]([O:23][CH2:24][C:25]2[CH:30]=[CH:29][CH:28]=[CH:27][CH:26]=2)[C@@H:12]([O:31]C)[O:11][C@@H:10]1[CH2:33][O:34][CH2:35][C:36]1[CH:41]=[CH:40][CH:39]=[CH:38][CH:37]=1)[C:2]1[CH:7]=[CH:6][CH:5]=[CH:4][CH:3]=1.OS(O)(=O)=O.C(=O)([O-])[O-].[K+].[K+], predict the reaction product. The product is: [CH2:24]([O:23][C@H:13]1[C@@H:14]([O:15][CH2:16][C:17]2[CH:22]=[CH:21][CH:20]=[CH:19][CH:18]=2)[C@H:9]([O:8][CH2:1][C:2]2[CH:3]=[CH:4][CH:5]=[CH:6][CH:7]=2)[C@@H:10]([CH2:33][O:34][CH2:35][C:36]2[CH:37]=[CH:38][CH:39]=[CH:40][CH:41]=2)[O:11][CH:12]1[OH:31])[C:25]1[CH:30]=[CH:29][CH:28]=[CH:27][CH:26]=1. (3) The product is: [I:1][C:2]1[C:3]2([CH2:4][CH2:5][C:6]([CH3:9])([CH3:8])[CH:7]=1)[O:13][CH2:12][CH2:11][O:10]2. Given the reactants [I:1][C:2]1[C:3](=[O:10])[CH2:4][CH2:5][C:6]([CH3:9])([CH3:8])[CH:7]=1.[CH2:11](O)[CH2:12][OH:13], predict the reaction product. (4) Given the reactants [NH2:1][C:2]1[C:19]([O:20][CH3:21])=[CH:18][C:5]2[CH2:6][CH2:7][N:8]([CH2:11][C@H:12]([OH:17])[C:13]([F:16])([F:15])[F:14])[CH2:9][CH2:10][C:4]=2[CH:3]=1.Cl[C:23]1[N:28]=[C:27]([NH:29][C@@H:30]2[C@@H:35]3[CH2:36][C@@H:32]([CH:33]=[CH:34]3)[C@@H:31]2[C:37]([NH2:39])=[O:38])[C:26]([Cl:40])=[CH:25][N:24]=1.C12(CS(O)(=O)=O)C(C)(C)C(CC1)CC2=O, predict the reaction product. The product is: [Cl:40][C:26]1[C:27]([NH:29][C@@H:30]2[C@@H:35]3[CH2:36][C@@H:32]([CH:33]=[CH:34]3)[C@@H:31]2[C:37]([NH2:39])=[O:38])=[N:28][C:23]([NH:1][C:2]2[C:19]([O:20][CH3:21])=[CH:18][C:5]3[CH2:6][CH2:7][N:8]([CH2:11][C@H:12]([OH:17])[C:13]([F:14])([F:15])[F:16])[CH2:9][CH2:10][C:4]=3[CH:3]=2)=[N:24][CH:25]=1. (5) Given the reactants [CH2:1]([Mg]Br)[CH3:2].[F:5][C:6]1[CH:7]=[C:8]([CH:38]=[CH:39][C:40]=1[F:41])[O:9][C:10]1([C:33](OCC)=[O:34])[CH2:15][CH2:14][CH2:13][N:12]2[C:16]([C:19]3[CH:24]=[CH:23][C:22]([C:25]4[O:29][C:28]([CH3:30])=[N:27][CH:26]=4)=[C:21]([O:31][CH3:32])[CH:20]=3)=[N:17][N:18]=[C:11]12.[Cl-].[NH4+].[CH2:44]1COC[CH2:45]1, predict the reaction product. The product is: [F:5][C:6]1[CH:7]=[C:8]([CH:38]=[CH:39][C:40]=1[F:41])[O:9][C:10]1([C:33]([OH:34])([CH2:1][CH3:2])[CH2:44][CH3:45])[CH2:15][CH2:14][CH2:13][N:12]2[C:16]([C:19]3[CH:24]=[CH:23][C:22]([C:25]4[O:29][C:28]([CH3:30])=[N:27][CH:26]=4)=[C:21]([O:31][CH3:32])[CH:20]=3)=[N:17][N:18]=[C:11]12. (6) Given the reactants Br[CH2:2][CH:3]1[CH2:5][CH2:4]1.[F:6][C:7]1[CH:12]=[C:11]([F:13])[CH:10]=[CH:9][C:8]=1[N:14]1[C:22](=[O:23])[C:21]2[C@@H:20]3[C:24]([CH3:26])([CH3:25])[C@@:17]([CH3:27])([CH2:18][CH2:19]3)[C:16]=2[NH:15]1, predict the reaction product. The product is: [CH:5]1([CH2:4][N:15]2[C:16]3[C@@:17]4([CH3:27])[C:24]([CH3:26])([CH3:25])[C@H:20]([CH2:19][CH2:18]4)[C:21]=3[C:22](=[O:23])[N:14]2[C:8]2[CH:9]=[CH:10][C:11]([F:13])=[CH:12][C:7]=2[F:6])[CH2:3][CH2:2]1. (7) Given the reactants [C:1]([O:5][CH:6]([C:10]1[CH:15]=[CH:14][CH:13]=[C:12]([C:16](OC)=[O:17])[C:11]=1[C:20]1[CH:21]=[CH:22][C:23]2[O:28][CH2:27][CH2:26][CH2:25][C:24]=2[CH:29]=1)[C:7]([OH:9])=[O:8])([CH3:4])([CH3:3])[CH3:2].C1(N)CCCCC1.[BH4-].[Li+].[Cl-].[NH4+], predict the reaction product. The product is: [C:1]([O:5][CH:6]([C:10]1[CH:15]=[CH:14][CH:13]=[C:12]([CH2:16][OH:17])[C:11]=1[C:20]1[CH:21]=[CH:22][C:23]2[O:28][CH2:27][CH2:26][CH2:25][C:24]=2[CH:29]=1)[C:7]([OH:9])=[O:8])([CH3:4])([CH3:2])[CH3:3].